Dataset: Forward reaction prediction with 1.9M reactions from USPTO patents (1976-2016). Task: Predict the product of the given reaction. (1) Given the reactants [Cl:1][C:2]1[CH:3]=[C:4](F)[C:5]([N+:8]([O-:10])=[O:9])=[N:6][CH:7]=1.O.[NH2:13][NH2:14].CCOCC, predict the reaction product. The product is: [Cl:1][C:2]1[CH:3]=[C:4]([NH:13][NH2:14])[C:5]([N+:8]([O-:10])=[O:9])=[N:6][CH:7]=1. (2) Given the reactants [CH3:1][CH:2]([CH3:37])[CH2:3][C@@H:4]([NH:21][C:22]1[CH:36]=[CH:35][C:25]([C:26]([NH:28][CH2:29][CH2:30][C:31]([O:33]C)=[O:32])=[O:27])=[CH:24][N:23]=1)[C:5]1[CH:10]=[CH:9][C:8]([C:11]2[CH:16]=[CH:15][C:14]([C:17]([F:20])([F:19])[F:18])=[CH:13][CH:12]=2)=[CH:7][CH:6]=1.O1CCCC1.[OH-].[Na+], predict the reaction product. The product is: [CH3:1][CH:2]([CH3:37])[CH2:3][C@@H:4]([NH:21][C:22]1[CH:36]=[CH:35][C:25]([C:26]([NH:28][CH2:29][CH2:30][C:31]([OH:33])=[O:32])=[O:27])=[CH:24][N:23]=1)[C:5]1[CH:6]=[CH:7][C:8]([C:11]2[CH:12]=[CH:13][C:14]([C:17]([F:19])([F:20])[F:18])=[CH:15][CH:16]=2)=[CH:9][CH:10]=1.